This data is from Reaction yield outcomes from USPTO patents with 853,638 reactions. The task is: Predict the reaction yield, written as a fraction of the theoretical maximum amount of product (1.0 means a 100% yield; for example, 0.34 means a 34% yield). The reactants are [CH2:1]1[CH2:16][O:15][C:3]2([CH2:12][CH2:11][CH2:10][C:9]3[C:4]2([CH3:14])[CH2:5][CH2:6][C:7](=[O:13])[CH:8]=3)[O:2]1.C[O-].[Na+].[CH:20](OC)=[O:21]. The catalyst is C1COCC1. The product is [CH2:16]1[CH2:1][O:2][C:3]2([CH2:12][CH2:11][CH2:10][C:9]3[C:4]2([CH3:14])[CH2:5][C:6](=[CH:20][OH:21])[C:7](=[O:13])[CH:8]=3)[O:15]1. The yield is 0.260.